From a dataset of Peptide-MHC class II binding affinity with 134,281 pairs from IEDB. Regression. Given a peptide amino acid sequence and an MHC pseudo amino acid sequence, predict their binding affinity value. This is MHC class II binding data. (1) The peptide sequence is EFVKIVQKRGIVKENI. The MHC is HLA-DQA10501-DQB10301 with pseudo-sequence HLA-DQA10501-DQB10301. The binding affinity (normalized) is 0.549. (2) The peptide sequence is RCALHWFPGSHLLAC. The MHC is DRB3_0101 with pseudo-sequence DRB3_0101. The binding affinity (normalized) is 0.199. (3) The peptide sequence is VLDILTANKLIRQKL. The MHC is DRB1_0901 with pseudo-sequence DRB1_0901. The binding affinity (normalized) is 0.169. (4) The peptide sequence is SQWGWCGSTDEYCSP. The MHC is HLA-DPA10301-DPB10402 with pseudo-sequence HLA-DPA10301-DPB10402. The binding affinity (normalized) is 0.